This data is from Reaction yield outcomes from USPTO patents with 853,638 reactions. The task is: Predict the reaction yield, written as a fraction of the theoretical maximum amount of product (1.0 means a 100% yield; for example, 0.34 means a 34% yield). (1) The reactants are [CH3:1][O:2][C:3]1[CH:4]=[C:5]([C:13]2[CH:18]=[CH:17][C:16]([N:19]3[CH2:25][CH2:24][CH2:23][N:22]([C:26]4[CH:27]=[CH:28][C:29]([C:32]5[CH:37]=[C:36]([O:38][CH3:39])[C:35]([O:40][CH3:41])=[C:34]([O:42][CH3:43])[CH:33]=5)=[N:30][CH:31]=4)[CH2:21][CH2:20]3)=[CH:15][N:14]=2)[CH:6]=[C:7]([O:11][CH3:12])[C:8]=1[O:9][CH3:10].[CH3:44][S:45]([OH:48])(=[O:47])=[O:46]. The catalyst is CO.C(Cl)Cl. The product is [CH3:44][S:45]([OH:48])(=[O:47])=[O:46].[CH3:44][S:45]([OH:48])(=[O:47])=[O:46].[CH3:39][O:38][C:36]1[CH:37]=[C:32]([C:29]2[CH:28]=[CH:27][C:26]([N:22]3[CH2:23][CH2:24][CH2:25][N:19]([C:16]4[CH:17]=[CH:18][C:13]([C:5]5[CH:6]=[C:7]([O:11][CH3:12])[C:8]([O:9][CH3:10])=[C:3]([O:2][CH3:1])[CH:4]=5)=[N:14][CH:15]=4)[CH2:20][CH2:21]3)=[CH:31][N:30]=2)[CH:33]=[C:34]([O:42][CH3:43])[C:35]=1[O:40][CH3:41]. The yield is 0.790. (2) The reactants are [C:1]1(P(C2C=CC=CC=2)C2C=CC=CC=2)C=CC=C[CH:2]=1.[N:20]1(CCO)[CH2:25][CH2:24][CH2:23][CH2:22][CH2:21]1.CCOC(/N=N/C(OCC)=O)=O.O1CCCCC1[N:47]1[C:55]2[C:50](=[CH:51][C:52]([C:56]3[N:60]=[CH:59][N:58](C(C4C=CC=CC=4)(C4C=CC=CC=4)C4C=CC=CC=4)[N:57]=3)=[CH:53][CH:54]=2)[C:49]([C:80]2[CH:81]=[C:82]([OH:86])[CH:83]=[CH:84][CH:85]=2)=[N:48]1.Cl. The catalyst is O1CCCC1. The product is [NH:57]1[C:56]([C:52]2[CH:51]=[C:50]3[C:55](=[CH:54][CH:53]=2)[NH:47][N:48]=[C:49]3[C:80]2[CH:85]=[CH:84][CH:83]=[C:82]([O:86][CH2:1][CH2:2][CH:25]3[CH2:24][CH2:23][CH2:22][CH2:21][NH:20]3)[CH:81]=2)=[N:60][CH:59]=[N:58]1. The yield is 0.590.